Dataset: Full USPTO retrosynthesis dataset with 1.9M reactions from patents (1976-2016). Task: Predict the reactants needed to synthesize the given product. (1) The reactants are: C([O:4][CH2:5][C:6]1[N:7]=[C:8]([NH:11][C:12](=[O:14])[CH3:13])[S:9][CH:10]=1)(=O)C.C(=O)([O-])[O-].[K+].[K+]. Given the product [OH:4][CH2:5][C:6]1[N:7]=[C:8]([NH:11][C:12](=[O:14])[CH3:13])[S:9][CH:10]=1, predict the reactants needed to synthesize it. (2) Given the product [NH2:8][C:5]1[CH:6]=[CH:7][C:2]([Cl:1])=[CH:3][C:4]=1[CH:16]([C:17]1[CH:22]=[CH:21][CH:20]=[CH:19][C:18]=1[O:23][CH3:24])[OH:25], predict the reactants needed to synthesize it. The reactants are: [Cl:1][C:2]1[CH:7]=[CH:6][C:5]([NH:8]C(=O)OC(C)(C)C)=[C:4]([CH:16]([OH:25])[C:17]2[CH:22]=[CH:21][CH:20]=[CH:19][C:18]=2[O:23][CH3:24])[CH:3]=1.Cl. (3) Given the product [CH3:1][NH:2][C:3]([C:5]1[C:9]([N+:12]([O-:14])=[O:13])=[C:8]([Cl:10])[S:7][C:6]=1[Cl:11])=[O:4], predict the reactants needed to synthesize it. The reactants are: [CH3:1][NH:2][C:3]([C:5]1[CH:9]=[C:8]([Cl:10])[S:7][C:6]=1[Cl:11])=[O:4].[N+:12]([O-])([OH:14])=[O:13]. (4) Given the product [Cl:33][C:34]1[CH:39]=[CH:38][CH:37]=[C:36]([Cl:40])[C:35]=1[N:41]([CH2:2][C:3]1[C:7]([CH2:8][O:9][C:10]2[CH:15]=[CH:14][C:13]([C:16]3[CH:17]=[C:18]4[C:23](=[CH:24][CH:25]=3)[N:22]=[C:21]([C:26]([O:28][CH3:29])=[O:27])[CH:20]=[CH:19]4)=[CH:12][CH:11]=2)=[C:6]([CH:30]([CH3:32])[CH3:31])[O:5][N:4]=1)[C:42](=[O:47])[C:43]([F:45])([F:46])[F:44], predict the reactants needed to synthesize it. The reactants are: O[CH2:2][C:3]1[C:7]([CH2:8][O:9][C:10]2[CH:15]=[CH:14][C:13]([C:16]3[CH:17]=[C:18]4[C:23](=[CH:24][CH:25]=3)[N:22]=[C:21]([C:26]([O:28][CH3:29])=[O:27])[CH:20]=[CH:19]4)=[CH:12][CH:11]=2)=[C:6]([CH:30]([CH3:32])[CH3:31])[O:5][N:4]=1.[Cl:33][C:34]1[CH:39]=[CH:38][CH:37]=[C:36]([Cl:40])[C:35]=1[NH:41][C:42](=[O:47])[C:43]([F:46])([F:45])[F:44].C1(P(C2C=CC=CC=2)C2C=CC=CC=2)C=CC=CC=1.N(C(OC(C)(C)C)=O)=NC(OC(C)(C)C)=O. (5) The reactants are: [H-].[Na+].[Cl:3][C:4]1[CH:13]=[CH:12][C:7]2[NH:8][C:9](=[O:11])[NH:10][C:6]=2[CH:5]=1.[C:14](O[C:14]([O:16][C:17]([CH3:20])([CH3:19])[CH3:18])=[O:15])([O:16][C:17]([CH3:20])([CH3:19])[CH3:18])=[O:15]. Given the product [Cl:3][C:4]1[CH:13]=[CH:12][C:7]2[N:8]([C:14]([O:16][C:17]([CH3:20])([CH3:19])[CH3:18])=[O:15])[C:9](=[O:11])[NH:10][C:6]=2[CH:5]=1, predict the reactants needed to synthesize it. (6) Given the product [CH3:38][N:39]([CH3:40])[C:14]1[NH:13][C:10]2=[N:11][CH:12]=[C:7]([NH:6][C:4](=[O:5])[C:3]3[C:26]([F:37])=[CH:27][CH:28]=[C:29]([NH:30][S:31]([CH2:34][CH2:35][CH3:36])(=[O:32])=[O:33])[C:2]=3[F:1])[CH:8]=[C:9]2[CH:15]=1, predict the reactants needed to synthesize it. The reactants are: [F:1][C:2]1[C:29]([NH:30][S:31]([CH2:34][CH2:35][CH3:36])(=[O:33])=[O:32])=[CH:28][CH:27]=[C:26]([F:37])[C:3]=1[C:4]([NH:6][C:7]1[CH:8]=[C:9]2[CH:15]=[C:14](I)[N:13](S(C3C=CC=CC=3)(=O)=O)[C:10]2=[N:11][CH:12]=1)=[O:5].[CH3:38][NH:39][CH3:40]. (7) Given the product [CH3:1][C@@H:2]1[CH2:3][N:4]([C:8]2[CH:9]=[CH:10][C:11]([N+:14]([O-:16])=[O:15])=[CH:12][CH:13]=2)[CH2:5][CH2:6][N:7]1[CH2:17][C@@H:18]([OH:19])[CH3:20], predict the reactants needed to synthesize it. The reactants are: [CH3:1][C@H:2]1[NH:7][CH2:6][CH2:5][N:4]([C:8]2[CH:13]=[CH:12][C:11]([N+:14]([O-:16])=[O:15])=[CH:10][CH:9]=2)[CH2:3]1.[CH3:17][C@H:18]1[CH2:20][O:19]1. (8) Given the product [CH3:15][O:14][CH2:13][O:12][C:3]1[CH:4]=[C:5]([O:8][CH2:9][O:10][CH3:11])[CH:6]=[CH:7][C:2]=1[B:16]([OH:21])[OH:17], predict the reactants needed to synthesize it. The reactants are: Br[C:2]1[CH:7]=[CH:6][C:5]([O:8][CH2:9][O:10][CH3:11])=[CH:4][C:3]=1[O:12][CH2:13][O:14][CH3:15].[B:16](OC(C)C)([O:21]C(C)C)[O:17]C(C)C.C([Li])CCC.Cl. (9) Given the product [C:10]1([CH3:9])[CH:11]=[CH:12][CH:13]=[C:14]([C:2]2[C:7]([C:14]3[CH:15]=[C:10]([CH3:9])[CH:11]=[CH:12][CH:13]=3)=[N:6][CH:5]=[CH:4][N:3]=2)[CH:15]=1, predict the reactants needed to synthesize it. The reactants are: Cl[C:2]1[C:7](Cl)=[N:6][CH:5]=[CH:4][N:3]=1.[CH3:9][C:10]1[CH:11]=[C:12](B(O)O)[CH:13]=[CH:14][CH:15]=1.C(=O)([O-])[O-].[Na+].[Na+]. (10) Given the product [CH:1]1([C:4]2[NH:8][C:7]3[C:9]([C:30]4[C:31]([CH3:37])=[N:32][CH:33]=[CH:34][C:35]=4[CH3:36])=[CH:10][C:11]([C:13]4[C:14]([CH3:19])=[N:15][O:16][C:17]=4[CH3:18])=[CH:12][C:6]=3[N:5]=2)[CH2:3][CH2:2]1, predict the reactants needed to synthesize it. The reactants are: [CH:1]1([C:4]2[NH:8][C:7]3[C:9](B4OC(C)(C)C(C)(C)O4)=[CH:10][C:11]([C:13]4[C:14]([CH3:19])=[N:15][O:16][C:17]=4[CH3:18])=[CH:12][C:6]=3[N:5]=2)[CH2:3][CH2:2]1.Br[C:30]1[C:31]([CH3:37])=[N:32][CH:33]=[CH:34][C:35]=1[CH3:36].C(=O)([O-])[O-].[K+].[K+].O1CCOCC1.